From a dataset of NCI-60 drug combinations with 297,098 pairs across 59 cell lines. Regression. Given two drug SMILES strings and cell line genomic features, predict the synergy score measuring deviation from expected non-interaction effect. (1) Drug 1: C1=C(C(=O)NC(=O)N1)F. Drug 2: CN(C(=O)NC(C=O)C(C(C(CO)O)O)O)N=O. Cell line: HCC-2998. Synergy scores: CSS=20.5, Synergy_ZIP=-6.64, Synergy_Bliss=-13.2, Synergy_Loewe=-15.2, Synergy_HSA=-13.1. (2) Drug 1: C1CNP(=O)(OC1)N(CCCl)CCCl. Drug 2: B(C(CC(C)C)NC(=O)C(CC1=CC=CC=C1)NC(=O)C2=NC=CN=C2)(O)O. Cell line: COLO 205. Synergy scores: CSS=44.7, Synergy_ZIP=-6.31, Synergy_Bliss=-10.4, Synergy_Loewe=-31.0, Synergy_HSA=-5.35. (3) Drug 1: CN(C)N=NC1=C(NC=N1)C(=O)N. Drug 2: C1CN(CCN1C(=O)CCBr)C(=O)CCBr. Cell line: HCT-15. Synergy scores: CSS=6.95, Synergy_ZIP=-3.63, Synergy_Bliss=-3.68, Synergy_Loewe=-13.5, Synergy_HSA=-5.45. (4) Drug 2: C1=CN(C=N1)CC(O)(P(=O)(O)O)P(=O)(O)O. Synergy scores: CSS=25.3, Synergy_ZIP=-2.15, Synergy_Bliss=-3.36, Synergy_Loewe=-4.76, Synergy_HSA=-0.568. Drug 1: C1CCC(C1)C(CC#N)N2C=C(C=N2)C3=C4C=CNC4=NC=N3. Cell line: KM12. (5) Drug 2: CC1CCC2CC(C(=CC=CC=CC(CC(C(=O)C(C(C(=CC(C(=O)CC(OC(=O)C3CCCCN3C(=O)C(=O)C1(O2)O)C(C)CC4CCC(C(C4)OC)OCCO)C)C)O)OC)C)C)C)OC. Synergy scores: CSS=32.2, Synergy_ZIP=-3.15, Synergy_Bliss=-1.57, Synergy_Loewe=-4.67, Synergy_HSA=2.77. Drug 1: CN(C)N=NC1=C(NC=N1)C(=O)N. Cell line: IGROV1.